Dataset: Reaction yield outcomes from USPTO patents with 853,638 reactions. Task: Predict the reaction yield, written as a fraction of the theoretical maximum amount of product (1.0 means a 100% yield; for example, 0.34 means a 34% yield). (1) The reactants are Cl[C:2]1[C:11]([N+:12]([O-:14])=[O:13])=[CH:10][C:5]([C:6]([O:8][CH3:9])=[O:7])=[CH:4][N:3]=1.[NH:15]1[CH2:20][CH2:19][CH2:18][CH2:17][CH:16]1[C:21]([O:23][CH3:24])=[O:22]. The catalyst is ClCCl. The product is [CH3:24][O:23][C:21]([CH:16]1[CH2:17][CH2:18][CH2:19][CH2:20][N:15]1[C:2]1[C:11]([N+:12]([O-:14])=[O:13])=[CH:10][C:5]([C:6]([O:8][CH3:9])=[O:7])=[CH:4][N:3]=1)=[O:22]. The yield is 0.990. (2) The reactants are Cl.[Cl:2][C:3]1[CH:4]=[C:5]2[C:9](=[CH:10][CH:11]=1)[NH:8][CH:7]=[C:6]2[CH2:12][CH2:13][NH2:14].[F:15][C:16]([F:34])([F:33])[C:17]1[CH:18]=[C:19]([NH:23][C:24]2[CH:25]=[C:26]([CH:30]=[CH:31][CH:32]=2)[C:27](O)=[O:28])[CH:20]=[CH:21][CH:22]=1.CN(C(ON1N=NC2C=CC=NC1=2)=[N+](C)C)C.F[P-](F)(F)(F)(F)F.C(N(CC)C(C)C)(C)C. The catalyst is CN(C=O)C. The product is [Cl:2][C:3]1[CH:4]=[C:5]2[C:9](=[CH:10][CH:11]=1)[NH:8][CH:7]=[C:6]2[CH2:12][CH2:13][NH:14][C:27](=[O:28])[C:26]1[CH:30]=[CH:31][CH:32]=[C:24]([NH:23][C:19]2[CH:20]=[CH:21][CH:22]=[C:17]([C:16]([F:15])([F:33])[F:34])[CH:18]=2)[CH:25]=1. The yield is 0.650.